The task is: Predict the reaction yield, written as a fraction of the theoretical maximum amount of product (1.0 means a 100% yield; for example, 0.34 means a 34% yield).. This data is from Reaction yield outcomes from USPTO patents with 853,638 reactions. (1) The reactants are [F:1][C:2]1[CH:7]=[CH:6][CH:5]=[C:4]([F:8])[C:3]=1[N:9]=[C:10]=[O:11].Cl.[F:13][C:14]1[N:38]=[CH:37][C:17]2[N:18]=[CH:19][N:20]=[C:21]([NH:22][C:23]3[CH:28]=[CH:27][C:26]([O:29][CH:30]4[CH2:35][CH2:34][NH:33][CH2:32][CH2:31]4)=[C:25]([CH3:36])[CH:24]=3)[C:16]=2[CH:15]=1.CCN(CC)CC. The catalyst is C(Cl)Cl. The product is [F:1][C:2]1[CH:7]=[CH:6][CH:5]=[C:4]([F:8])[C:3]=1[NH:9][C:10]([N:33]1[CH2:32][CH2:31][CH:30]([O:29][C:26]2[CH:27]=[CH:28][C:23]([NH:22][C:21]3[C:16]4[CH:15]=[C:14]([F:13])[N:38]=[CH:37][C:17]=4[N:18]=[CH:19][N:20]=3)=[CH:24][C:25]=2[CH3:36])[CH2:35][CH2:34]1)=[O:11]. The yield is 0.770. (2) The reactants are C(OC([N:8]1[CH2:13][CH2:12][CH:11]([C:14]2[CH:19]=[CH:18][C:17]([NH:20][C:21]([C:23]3[N:24](COCC[Si](C)(C)C)[CH:25]=[C:26]([C:28]#[N:29])[N:27]=3)=[O:22])=[C:16]([C:38]3[CH2:43][CH2:42][C:41]([CH3:45])([CH3:44])[CH2:40][CH:39]=3)[N:15]=2)[CH2:10][CH2:9]1)=O)(C)(C)C.[C:46]([OH:52])([C:48]([F:51])([F:50])[F:49])=[O:47].CO. The catalyst is C(Cl)Cl.CO. The product is [F:49][C:48]([F:51])([F:50])[C:46]([OH:52])=[O:47].[CH3:44][C:41]1([CH3:45])[CH2:42][CH2:43][C:38]([C:16]2[N:15]=[C:14]([CH:11]3[CH2:12][CH2:13][NH:8][CH2:9][CH2:10]3)[CH:19]=[CH:18][C:17]=2[NH:20][C:21]([C:23]2[NH:24][CH:25]=[C:26]([C:28]#[N:29])[N:27]=2)=[O:22])=[CH:39][CH2:40]1. The yield is 0.970. (3) The reactants are [NH2:1][C:2]([NH:4][C:5]1[NH:6][C:7]([C:13]2[CH:18]=[CH:17][CH:16]=[C:15]([CH:19]=O)[CH:14]=2)=[CH:8][C:9]=1[C:10]([NH2:12])=[O:11])=[O:3].[CH3:21][S-:22].[Na+]. The catalyst is FC(F)(F)C(O)=O.ClCCl. The product is [NH2:1][C:2]([NH:4][C:5]1[NH:6][C:7]([C:13]2[CH:18]=[CH:17][CH:16]=[C:15]([CH2:19][S:22][CH3:21])[CH:14]=2)=[CH:8][C:9]=1[C:10]([NH2:12])=[O:11])=[O:3]. The yield is 0.390. (4) The reactants are [CH3:1][CH:2]([CH2:9][CH:10]([CH3:12])[CH3:11])[CH:3](O)[CH2:4][N+:5]([O-:7])=[O:6].S(Cl)(C)(=O)=O.C(N(CC)CC)C.O. The catalyst is ClCCl. The product is [CH3:1][CH:2]([CH2:9][CH:10]([CH3:12])[CH3:11])[CH:3]=[CH:4][N+:5]([O-:7])=[O:6]. The yield is 0.839. (5) The reactants are [Cl:1][C:2]1[N:7]=[C:6]([Cl:8])[C:5]([NH:9][CH2:10][C:11]([CH3:14])([OH:13])[CH3:12])=[CH:4][N:3]=1.[O:15]1[CH:20]=[CH:19][CH2:18][CH2:17][CH2:16]1.O. The catalyst is ClCCl.CC1C=CC(S(O)(=O)=O)=CC=1.N1C=CC=CC=1. The product is [Cl:1][C:2]1[N:7]=[C:6]([Cl:8])[C:5]([NH:9][CH2:10][C:11]([CH3:14])([O:13][CH:16]2[CH2:17][CH2:18][CH2:19][CH2:20][O:15]2)[CH3:12])=[CH:4][N:3]=1. The yield is 0.900. (6) The reactants are [Br:1][C:2]1[CH:7]=[CH:6][C:5]([NH:8][C:9]2[C:10]([C:17]([OH:19])=O)=[CH:11][N:12]([CH3:16])[C:13](=[O:15])[CH:14]=2)=[C:4]([F:20])[CH:3]=1.CCN=C=NCCCN(C)C.C1C=CC2N(O)N=NC=2C=1.[CH:42]1([CH2:45][O:46][NH2:47])[CH2:44][CH2:43]1.CCN(CC)CC. The catalyst is CN(C=O)C.CCOC(C)=O. The product is [CH:42]1([CH2:45][O:46][NH:47][C:17]([C:10]2[C:9]([NH:8][C:5]3[CH:6]=[CH:7][C:2]([Br:1])=[CH:3][C:4]=3[F:20])=[CH:14][C:13](=[O:15])[N:12]([CH3:16])[CH:11]=2)=[O:19])[CH2:44][CH2:43]1. The yield is 0.890. (7) The reactants are [O:1]1[CH:5]=[CH:4][C:3]([NH:6][S:7]([C:10]2[CH:15]=[CH:14][C:13]([N+:16]([O-:18])=[O:17])=[CH:12][CH:11]=2)(=[O:9])=[O:8])=[N:2]1.C1(P(C2C=CC=CC=2)C2C=CC=CC=2)C=CC=CC=1.[O:38]([C:45]1[CH:61]=[CH:60][C:48]([O:49][C:50]2[S:51][C:52]([C:55]#[C:56][CH:57](O)[CH3:58])=[CH:53][N:54]=2)=[CH:47][CH:46]=1)[C:39]1[CH:44]=[CH:43][CH:42]=[CH:41][CH:40]=1.CCOC(/N=N/C(OCC)=O)=O. The catalyst is C1COCC1. The product is [O:1]1[CH:5]=[CH:4][C:3]([N:6]([CH:57]([CH3:58])[C:56]#[C:55][C:52]2[S:51][C:50]([O:49][C:48]3[CH:60]=[CH:61][C:45]([O:38][C:39]4[CH:44]=[CH:43][CH:42]=[CH:41][CH:40]=4)=[CH:46][CH:47]=3)=[N:54][CH:53]=2)[S:7]([C:10]2[CH:11]=[CH:12][C:13]([N+:16]([O-:18])=[O:17])=[CH:14][CH:15]=2)(=[O:9])=[O:8])=[N:2]1. The yield is 0.780. (8) The reactants are [C:1]([C:3]1[C:8]2[N:9]=[C:10]([C:12]3[CH:17]=[CH:16][CH:15]=[C:14]([O:18]C)[C:13]=3[CH2:20][CH3:21])[S:11][C:7]=2[CH:6]=[C:5]([O:22]C)[CH:4]=1)#[N:2].B(Br)(Br)Br. No catalyst specified. The product is [C:1]([C:3]1[C:8]2[N:9]=[C:10]([C:12]3[CH:17]=[CH:16][CH:15]=[C:14]([OH:18])[C:13]=3[CH2:20][CH3:21])[S:11][C:7]=2[CH:6]=[C:5]([OH:22])[CH:4]=1)#[N:2]. The yield is 0.330. (9) The reactants are [N:1]1([C:7]2[CH:12]=[CH:11][C:10]([NH:13][C:14]3[C:15]4[N:16]([CH:27]=[CH:28][N:29]=4)[C:17](C4C=NNC=4C#N)=[CH:18][N:19]=3)=[CH:9][CH:8]=2)[CH2:6][CH2:5][O:4][CH2:3][CH2:2]1.C(OC(=O)N(C1C=CC(N2CCOCC2)=CC=1)C1C2N(C=CN=2)C([Sn](CCCC)(CCCC)CCCC)=CN=1)(C)(C)C.Br[C:73]1[O:81][CH:76]2[CH2:77][NH:78][C:79](=[O:80])[CH:75]2[CH:74]=1. The catalyst is CN(C=O)C.C1C=CC([P]([Pd]([P](C2C=CC=CC=2)(C2C=CC=CC=2)C2C=CC=CC=2)([P](C2C=CC=CC=2)(C2C=CC=CC=2)C2C=CC=CC=2)[P](C2C=CC=CC=2)(C2C=CC=CC=2)C2C=CC=CC=2)(C2C=CC=CC=2)C2C=CC=CC=2)=CC=1. The product is [N:1]1([C:7]2[CH:8]=[CH:9][C:10]([NH:13][C:14]3[C:15]4[N:16]([CH:27]=[CH:28][N:29]=4)[C:17]([C:73]4[O:81][C:76]5[CH2:77][NH:78][C:79](=[O:80])[C:75]=5[CH:74]=4)=[CH:18][N:19]=3)=[CH:11][CH:12]=2)[CH2:2][CH2:3][O:4][CH2:5][CH2:6]1. The yield is 0.640.